Dataset: Full USPTO retrosynthesis dataset with 1.9M reactions from patents (1976-2016). Task: Predict the reactants needed to synthesize the given product. (1) Given the product [Cl:23][C:22]1[C:17]([N:14]2[CH2:15][CH2:16][N:11]([C:9]3[NH:8][C:7]4[C:2]([C:32]5[CH:33]=[CH:34][C:35]([O:36][CH3:37])=[C:30]([F:29])[CH:31]=5)=[CH:3][C:4]([C:25]([F:26])([F:27])[F:28])=[CH:5][C:6]=4[N:10]=3)[C@H:12]([CH3:24])[CH2:13]2)=[N:18][CH:19]=[CH:20][CH:21]=1, predict the reactants needed to synthesize it. The reactants are: Br[C:2]1[C:7]2[NH:8][C:9]([N:11]3[CH2:16][CH2:15][N:14]([C:17]4[C:22]([Cl:23])=[CH:21][CH:20]=[CH:19][N:18]=4)[CH2:13][C@H:12]3[CH3:24])=[N:10][C:6]=2[CH:5]=[C:4]([C:25]([F:28])([F:27])[F:26])[CH:3]=1.[F:29][C:30]1[CH:31]=[C:32](B(O)O)[CH:33]=[CH:34][C:35]=1[O:36][CH3:37]. (2) The reactants are: [Br:1][C:2]1[C:6]([C:7]([O:9][CH2:10][CH3:11])=[O:8])=[C:5](Br)[N:4]([CH3:13])[N:3]=1.[C:14](=[O:17])([O-])[O-].[K+].[K+].[C:20](=O)([O-])O.[Na+].C[N:26]1[CH2:30][CH2:29][CH2:28][C:27]1=O. Given the product [CH:27]12[N:26]([C:5]3[N:4]([CH3:13])[N:3]=[C:2]([Br:1])[C:6]=3[C:7]([O:9][CH2:10][CH3:11])=[O:8])[CH:30]([CH2:29][CH2:28]1)[CH2:14][O:17][CH2:20]2, predict the reactants needed to synthesize it. (3) Given the product [CH3:1][NH:2][C:3]([C:5]1[C:6]2[C@@H:7]([O:27][CH2:38][CH2:39][CH2:40][CH3:41])[C@H:8]([OH:26])[C@@H:9]([C:20]3[CH:25]=[CH:24][CH:23]=[CH:22][CH:21]=3)[NH:10][C:11]=2[C:12]2[N:17]=[C:16]([CH3:18])[N:15]([CH3:19])[C:13]=2[CH:14]=1)=[O:4], predict the reactants needed to synthesize it. The reactants are: [CH3:1][NH:2][C:3]([C:5]1[C:6]2[C@@H:7]([OH:27])[C@H:8]([OH:26])[C@@H:9]([C:20]3[CH:25]=[CH:24][CH:23]=[CH:22][CH:21]=3)[NH:10][C:11]=2[C:12]2[N:17]=[C:16]([CH3:18])[N:15]([CH3:19])[C:13]=2[CH:14]=1)=[O:4].CS(O)(=O)=O.C(=O)([O-])O.[Na+].[CH2:38](O)[CH2:39][CH2:40][CH3:41]. (4) Given the product [NH:18]1[C:13]2[CH:14]=[CH:15][CH:16]=[CH:17][C:12]=2[N:19]=[C:9]1[C:2]1[N:1]=[CH:6][CH:5]=[CH:4][C:3]=1[C:7]([OH:8])=[O:11], predict the reactants needed to synthesize it. The reactants are: [N:1]1[CH:6]=[CH:5][CH:4]=[C:3]2[C:7](=[O:11])[O:8][C:9](=O)[C:2]=12.[C:12]1([NH2:19])[C:13]([NH2:18])=[CH:14][CH:15]=[CH:16][CH:17]=1. (5) Given the product [N:1]1[C:10]2[C:5](=[CH:6][CH:7]=[CH:8][CH:9]=2)[N:4]=[CH:3][C:2]=1[CH2:11][CH2:12][C:13]1[S:23][C:18]2[CH:19]=[CH:20][CH:21]=[CH:22][C:17]=2[N:16]=1, predict the reactants needed to synthesize it. The reactants are: [N:1]1[C:10]2[C:5](=[CH:6][CH:7]=[CH:8][CH:9]=2)[N:4]=[CH:3][C:2]=1[CH2:11][CH2:12][C:13](O)=O.[NH2:16][C:17]1[CH:22]=[CH:21][CH:20]=[CH:19][C:18]=1[SH:23]. (6) Given the product [Cl:21][C:5]1[C:6]([NH:8][C:9]2[CH:14]=[CH:13][CH:12]=[CH:11][C:10]=2[S:15]([N:18]([CH3:20])[CH3:19])(=[O:17])=[O:16])=[N:7][C:2]([NH:22][C:23]2[C:42]([O:43][CH3:44])=[CH:41][C:26]3[CH2:27][CH2:28][N:29]([CH2:32][C:33]([N:35]4[CH2:40][CH2:39][O:38][CH2:37][CH2:36]4)=[O:34])[CH2:30][CH2:31][C:25]=3[CH:24]=2)=[N:3][CH:4]=1, predict the reactants needed to synthesize it. The reactants are: Cl[C:2]1[N:7]=[C:6]([NH:8][C:9]2[CH:14]=[CH:13][CH:12]=[CH:11][C:10]=2[S:15]([N:18]([CH3:20])[CH3:19])(=[O:17])=[O:16])[C:5]([Cl:21])=[CH:4][N:3]=1.[NH2:22][C:23]1[C:42]([O:43][CH3:44])=[CH:41][C:26]2[CH2:27][CH2:28][N:29]([CH2:32][C:33]([N:35]3[CH2:40][CH2:39][O:38][CH2:37][CH2:36]3)=[O:34])[CH2:30][CH2:31][C:25]=2[CH:24]=1.